The task is: Predict the product of the given reaction.. This data is from Forward reaction prediction with 1.9M reactions from USPTO patents (1976-2016). (1) Given the reactants [Cl:1][C:2]1[CH:3]=[C:4]([OH:8])[CH:5]=[CH:6][CH:7]=1.[Br:9][C:10]1[CH:15]=[CH:14][C:13]([CH:16](O)[CH2:17][CH2:18][Cl:19])=[CH:12][CH:11]=1, predict the reaction product. The product is: [Br:9][C:10]1[CH:11]=[CH:12][C:13]([CH:16]([O:8][C:4]2[CH:5]=[CH:6][CH:7]=[C:2]([Cl:1])[CH:3]=2)[CH2:17][CH2:18][Cl:19])=[CH:14][CH:15]=1. (2) Given the reactants Cl.Cl[CH2:3][CH2:4][C@@H:5]([N:12]1[C:16]2[C:17]([F:21])=[CH:18][CH:19]=[CH:20][C:15]=2[N:14]([CH:22]([CH3:24])[CH3:23])[C:13]1=[O:25])[C:6]1[CH:11]=[CH:10][CH:9]=[CH:8][CH:7]=1.[CH3:26][NH2:27], predict the reaction product. The product is: [F:21][C:17]1[C:16]2[N:12]([C@@H:5]([C:6]3[CH:11]=[CH:10][CH:9]=[CH:8][CH:7]=3)[CH2:4][CH2:3][NH:27][CH3:26])[C:13](=[O:25])[N:14]([CH:22]([CH3:24])[CH3:23])[C:15]=2[CH:20]=[CH:19][CH:18]=1.